This data is from Forward reaction prediction with 1.9M reactions from USPTO patents (1976-2016). The task is: Predict the product of the given reaction. (1) Given the reactants C([O:8][C:9]1[C:16]([F:17])=[CH:15][C:12]([C:13]#N)=[CH:11][C:10]=1[F:18])C1C=CC=CC=1.S(=O)(=O)(O)O.[CH3:24][OH:25].[OH2:26], predict the reaction product. The product is: [F:18][C:10]1[CH:11]=[C:12]([CH:15]=[C:16]([F:17])[C:9]=1[OH:8])[C:13]([O:25][CH3:24])=[O:26]. (2) Given the reactants FC1C=CC(CN)=CC=1.[F:10][C:11]1[CH:41]=[CH:40][C:14]([CH2:15][NH:16][C:17]([C:19]2[N:20]=[C:21]3[C:37]([CH3:39])([CH3:38])[CH2:36][CH2:35][CH2:34][N:22]3[C:23](=[O:33])[C:24]=2[O:25]CC2C=CC=CC=2)=[O:18])=[C:13](C(=O)NC)[CH:12]=1, predict the reaction product. The product is: [F:10][C:11]1[CH:12]=[CH:13][C:14]([CH2:15][NH:16][C:17]([C:19]2[N:20]=[C:21]3[C:37]([CH3:38])([CH3:39])[CH2:36][CH2:35][CH2:34][N:22]3[C:23](=[O:33])[C:24]=2[OH:25])=[O:18])=[CH:40][CH:41]=1. (3) Given the reactants [OH:1][C:2]1[CH:7]=[CH:6][C:5]([CH2:8][C:9](OCC)=O)=[CH:4][CH:3]=1.[I:14][C:15]1[CH:20]=[CH:19][C:18]([NH:21][C:22](=[S:25])[NH:23][NH2:24])=[CH:17][CH:16]=1.C[O-].[Na+], predict the reaction product. The product is: [OH:1][C:2]1[CH:3]=[CH:4][C:5]([CH2:8][C:9]2[N:21]([C:18]3[CH:19]=[CH:20][C:15]([I:14])=[CH:16][CH:17]=3)[C:22](=[S:25])[NH:23][N:24]=2)=[CH:6][CH:7]=1.